Dataset: Peptide-MHC class I binding affinity with 185,985 pairs from IEDB/IMGT. Task: Regression. Given a peptide amino acid sequence and an MHC pseudo amino acid sequence, predict their binding affinity value. This is MHC class I binding data. (1) The MHC is HLA-A33:01 with pseudo-sequence HLA-A33:01. The binding affinity (normalized) is 0. The peptide sequence is ILARRPTPKK. (2) The peptide sequence is LLMALPHQA. The MHC is HLA-A02:01 with pseudo-sequence HLA-A02:01. The binding affinity (normalized) is 0.604.